From a dataset of Catalyst prediction with 721,799 reactions and 888 catalyst types from USPTO. Predict which catalyst facilitates the given reaction. The catalyst class is: 2. Product: [N:11]1([CH2:15][C:16]2[NH:27][C:26]3[C:28]4[C:22]([C:23](=[O:29])[NH:24][N:25]=3)=[CH:21][CH:20]=[CH:19][C:18]=4[N:17]=2)[CH2:12][CH2:13][CH2:14][NH:8][CH2:9][CH2:10]1. Reactant: C(OC([N:8]1[CH2:14][CH2:13][CH2:12][N:11]([CH2:15][C:16]2[NH:27][C:26]3[C:28]4[C:22]([C:23](=[O:29])[NH:24][N:25]=3)=[CH:21][CH:20]=[CH:19][C:18]=4[N:17]=2)[CH2:10][CH2:9]1)=O)(C)(C)C.C(O)(C(F)(F)F)=O.O.